Dataset: Reaction yield outcomes from USPTO patents with 853,638 reactions. Task: Predict the reaction yield, written as a fraction of the theoretical maximum amount of product (1.0 means a 100% yield; for example, 0.34 means a 34% yield). The reactants are [Br:1][C:2]1[CH:3]=[N:4][N:5]([CH3:25])[C:6]=1[C:7]1[CH:8]=[C:9]([NH:14][C:15]([NH:17][C:18]2[CH:23]=[CH:22][C:21]([Cl:24])=[CH:20][CH:19]=2)=[O:16])[CH:10]=[CH:11][C:12]=1[OH:13].C1(P(C2C=CC=CC=2)C2C=CC=CC=2)C=CC=CC=1.O[CH2:46][CH2:47][N:48]1[CH2:52][CH2:51][CH2:50][CH2:49]1.N(C(OC(C)C)=O)=NC(OC(C)C)=O. The catalyst is C1COCC1. The product is [Br:1][C:2]1[CH:3]=[N:4][N:5]([CH3:25])[C:6]=1[C:7]1[CH:8]=[C:9]([NH:14][C:15]([NH:17][C:18]2[CH:23]=[CH:22][C:21]([Cl:24])=[CH:20][CH:19]=2)=[O:16])[CH:10]=[CH:11][C:12]=1[O:13][CH2:46][CH2:47][N:48]1[CH2:52][CH2:51][CH2:50][CH2:49]1. The yield is 0.570.